From a dataset of Forward reaction prediction with 1.9M reactions from USPTO patents (1976-2016). Predict the product of the given reaction. (1) Given the reactants [NH:1]1[C:5]([C:6]2[CH:7]=[C:8]([CH:16]=[C:17]([C:19]([F:22])([F:21])[F:20])[CH:18]=2)[C:9]([O:11]C(C)(C)C)=[O:10])=[CH:4][N:3]=[CH:2]1.Cl, predict the reaction product. The product is: [NH:1]1[C:5]([C:6]2[CH:7]=[C:8]([CH:16]=[C:17]([C:19]([F:20])([F:21])[F:22])[CH:18]=2)[C:9]([OH:11])=[O:10])=[CH:4][N:3]=[CH:2]1. (2) Given the reactants [CH2:1](N)[CH2:2][CH2:3][CH2:4][CH2:5][CH2:6][CH2:7][CH2:8][CH2:9][CH2:10][CH2:11][CH2:12][CH2:13][CH2:14][CH2:15][CH2:16][CH2:17][CH3:18].[C:20]([CH2:22][C:23]([O:25]CC)=O)#N.C(OCC)(=O)CC(C)=O.[NH:37]1CCC[CH2:39][CH2:38]1.Cl, predict the reaction product. The product is: [CH2:1]([C:22]1[C:23](=[O:25])[NH:37][CH:38]=[CH:39][CH:20]=1)[CH2:2][CH2:3][CH2:4][CH2:5][CH2:6][CH2:7][CH2:8][CH2:9][CH2:10][CH2:11][CH2:12][CH2:13][CH2:14][CH2:15][CH2:16][CH2:17][CH3:18]. (3) Given the reactants [CH2:1]([O:8][C:9]([NH:11][C@@H:12]([CH2:20][C:21]1[CH:26]=[CH:25][C:24]([C:27]2[N:32]=[CH:31][C:30](Br)=[CH:29][N:28]=2)=[CH:23][CH:22]=1)[C:13]([O:15][C:16]([CH3:19])([CH3:18])[CH3:17])=[O:14])=[O:10])[C:2]1[CH:7]=[CH:6][CH:5]=[CH:4][CH:3]=1.[CH2:34]([O:41][C:42]1[CH:47]=[CH:46][C:45](B(O)O)=[CH:44][CH:43]=1)[CH2:35][CH2:36][CH2:37][CH2:38][CH2:39][CH3:40].C(=O)(O)[O-].[Na+].N#N, predict the reaction product. The product is: [CH2:1]([O:8][C:9]([NH:11][C@@H:12]([CH2:20][C:21]1[CH:26]=[CH:25][C:24]([C:27]2[N:32]=[CH:31][C:30]([C:45]3[CH:46]=[CH:47][C:42]([O:41][CH2:34][CH2:35][CH2:36][CH2:37][CH2:38][CH2:39][CH3:40])=[CH:43][CH:44]=3)=[CH:29][N:28]=2)=[CH:23][CH:22]=1)[C:13]([O:15][C:16]([CH3:19])([CH3:18])[CH3:17])=[O:14])=[O:10])[C:2]1[CH:7]=[CH:6][CH:5]=[CH:4][CH:3]=1. (4) Given the reactants C(O[CH2:5]/[CH:6]=[CH:7]/[C:8]1[CH:17]=[C:16]2[C:11]([C:12]([NH:20][C:21]3[CH:26]=[CH:25][C:24]([S:27][C:28]4[N:29]([CH3:33])[CH:30]=[CH:31][N:32]=4)=[C:23]([Cl:34])[CH:22]=3)=[C:13]([C:18]#[N:19])[CH:14]=[N:15]2)=[CH:10][CH:9]=1)(=O)C.[NH:35]1[CH2:39][CH2:38][CH2:37][CH2:36]1, predict the reaction product. The product is: [Cl:34][C:23]1[CH:22]=[C:21]([NH:20][C:12]2[C:11]3[C:16](=[CH:17][C:8](/[CH:7]=[CH:6]/[CH2:5][N:35]4[CH2:39][CH2:38][CH2:37][CH2:36]4)=[CH:9][CH:10]=3)[N:15]=[CH:14][C:13]=2[C:18]#[N:19])[CH:26]=[CH:25][C:24]=1[S:27][C:28]1[N:29]([CH3:33])[CH:30]=[CH:31][N:32]=1. (5) Given the reactants C([O:3][C:4](=O)[NH:5]/[C:6](/[C:10]1[CH:15]=[CH:14][C:13]([F:16])=[CH:12][C:11]=1[Cl:17])=[CH:7]\[C:8]#[N:9])C.[CH3:19][CH:20]([N:22]1[CH2:27][CH2:26][CH:25]([C:28]([NH:30][NH2:31])=O)[CH2:24][CH2:23]1)[CH3:21].O, predict the reaction product. The product is: [Cl:17][C:11]1[CH:12]=[C:13]([F:16])[CH:14]=[CH:15][C:10]=1[C:6]1[NH:5][C:4](=[O:3])[N:31]2[N:30]=[C:28]([CH:25]3[CH2:26][CH2:27][N:22]([CH:20]([CH3:21])[CH3:19])[CH2:23][CH2:24]3)[N:9]=[C:8]2[CH:7]=1.